The task is: Predict the product of the given reaction.. This data is from Forward reaction prediction with 1.9M reactions from USPTO patents (1976-2016). (1) Given the reactants [C:1]([C:5]1[N:10]=[C:9](Cl)[C:8]([C:12]([O:14][CH3:15])=[O:13])=[CH:7][N:6]=1)([CH3:4])([CH3:3])[CH3:2].[C:16]1(B(O)O)[CH:21]=[CH:20][CH:19]=[CH:18][CH:17]=1, predict the reaction product. The product is: [C:1]([C:5]1[N:10]=[C:9]([C:16]2[CH:21]=[CH:20][CH:19]=[CH:18][CH:17]=2)[C:8]([C:12]([O:14][CH3:15])=[O:13])=[CH:7][N:6]=1)([CH3:4])([CH3:3])[CH3:2]. (2) Given the reactants [Cl:1][C:2]1[CH:3]=[CH:4][C:5]([N:11]2[CH:15]=[N:14][N:13]=[N:12]2)=[C:6]([CH:10]=1)[C:7](O)=[O:8].[Cl-].[NH4+].Cl.C[N:20](C)CCCN=C=NCC.ON1C2N=CC=CC=2N=N1.C(N(C(C)C)CC)(C)C, predict the reaction product. The product is: [Cl:1][C:2]1[CH:3]=[CH:4][C:5]([N:11]2[CH:15]=[N:14][N:13]=[N:12]2)=[C:6]([CH:10]=1)[C:7]([NH2:20])=[O:8]. (3) Given the reactants [Cl:1][C:2]1[CH:3]=[C:4]([CH:6]=[CH:7][C:8]=1[O:9][C:10]1[C:19]2[C:14](=[CH:15][C:16]([O:22][CH3:23])=[C:17]([O:20][CH3:21])[CH:18]=2)[N:13]=[CH:12][CH:11]=1)[NH2:5].C(N(CC)CC)C.ClC(Cl)(O[C:35](=[O:41])OC(Cl)(Cl)Cl)Cl.[CH2:43]([N:45]([CH2:49][CH3:50])[CH2:46][CH2:47][NH2:48])[CH3:44], predict the reaction product. The product is: [Cl:1][C:2]1[CH:3]=[C:4]([NH:5][C:35]([NH:48][CH2:47][CH2:46][N:45]([CH2:49][CH3:50])[CH2:43][CH3:44])=[O:41])[CH:6]=[CH:7][C:8]=1[O:9][C:10]1[C:19]2[C:14](=[CH:15][C:16]([O:22][CH3:23])=[C:17]([O:20][CH3:21])[CH:18]=2)[N:13]=[CH:12][CH:11]=1. (4) The product is: [C:10]([C:14]1[CH:15]=[CH:16][C:17]([CH2:18][O:19][C:2]2[C:7]([O:8][CH3:9])=[CH:6][N:5]=[CH:4][N:3]=2)=[CH:20][CH:21]=1)([CH3:13])([CH3:11])[CH3:12]. Given the reactants Cl[C:2]1[C:7]([O:8][CH3:9])=[CH:6][N:5]=[CH:4][N:3]=1.[C:10]([C:14]1[CH:21]=[CH:20][C:17]([CH2:18][OH:19])=[CH:16][CH:15]=1)([CH3:13])([CH3:12])[CH3:11].[H-].[Na+], predict the reaction product. (5) Given the reactants [N:1]1([C:7]2[CH:8]=[CH:9][C:10]3[N:11]([C:13]([C:16]([F:19])([F:18])[F:17])=[N:14][N:15]=3)[N:12]=2)[CH2:6][CH2:5][NH:4][CH2:3][CH2:2]1.[S:20]1[CH:24]=[C:23]([CH:25]=O)[N:22]=[CH:21]1, predict the reaction product. The product is: [S:20]1[CH:24]=[C:23]([CH2:25][N:4]2[CH2:3][CH2:2][N:1]([C:7]3[CH:8]=[CH:9][C:10]4[N:11]([C:13]([C:16]([F:17])([F:18])[F:19])=[N:14][N:15]=4)[N:12]=3)[CH2:6][CH2:5]2)[N:22]=[CH:21]1.